Task: Predict the product of the given reaction.. Dataset: Forward reaction prediction with 1.9M reactions from USPTO patents (1976-2016) (1) Given the reactants [C:1]([O:5][C:6]([N:8]1[CH2:12][CH2:11][C@H:10]([O:13][C:14]2[CH:15]=[CH:16][C:17]3[O:22][CH2:21][CH2:20][NH:19][C:18]=3[CH:23]=2)[CH2:9]1)=[O:7])([CH3:4])([CH3:3])[CH3:2].Br[C:25]1[CH:26]=[C:27]([CH3:35])[C:28]([S:31]([CH3:34])(=[O:33])=[O:32])=[N:29][CH:30]=1.CC([O-])(C)C.[Na+].CC(C1C=C(C(C)C)C(C2C=CC=CC=2P(C2CCCCC2)C2CCCCC2)=C(C(C)C)C=1)C, predict the reaction product. The product is: [C:1]([O:5][C:6]([N:8]1[CH2:12][CH2:11][C@H:10]([O:13][C:14]2[CH:15]=[CH:16][C:17]3[O:22][CH2:21][CH2:20][N:19]([C:25]4[CH:30]=[N:29][C:28]([S:31]([CH3:34])(=[O:32])=[O:33])=[C:27]([CH3:35])[CH:26]=4)[C:18]=3[CH:23]=2)[CH2:9]1)=[O:7])([CH3:4])([CH3:2])[CH3:3]. (2) Given the reactants [CH3:1][C:2]([O:5][C:6]([NH:8][C@H:9]([C:13]([OH:15])=O)[CH2:10][C:11]#[CH:12])=[O:7])([CH3:4])[CH3:3].CCN=C=NCCCN(C)C.C1C=CC2N(O)N=NC=2C=1.[NH2:37][C@H:38]([C:43]([O:45][CH3:46])=[O:44])[CH2:39][CH:40]([CH3:42])[CH3:41].Cl.C(N(C(C)C)CC)(C)C, predict the reaction product. The product is: [C:2]([O:5][C:6]([NH:8][CH:9]([CH2:10][C:11]#[CH:12])[C:13]([NH:37][CH:38]([CH2:39][CH:40]([CH3:42])[CH3:41])[C:43]([O:45][CH3:46])=[O:44])=[O:15])=[O:7])([CH3:1])([CH3:3])[CH3:4].